This data is from Full USPTO retrosynthesis dataset with 1.9M reactions from patents (1976-2016). The task is: Predict the reactants needed to synthesize the given product. (1) Given the product [CH2:28]([O:35][C:36]1[CH:37]=[CH:38][C:39]([C:40]([O:27][C:24]2[CH:23]=[CH:22][C:21]([CH2:20][C@H:12]([NH:11][C:9]([O:8][CH2:1][C:2]3[CH:7]=[CH:6][CH:5]=[CH:4][CH:3]=3)=[O:10])[C:13]([O:15][C:16]([CH3:17])([CH3:19])[CH3:18])=[O:14])=[CH:26][CH:25]=2)=[O:41])=[CH:43][CH:44]=1)[CH2:29][CH2:30][CH2:31][CH2:32][CH2:33][CH3:34], predict the reactants needed to synthesize it. The reactants are: [CH2:1]([O:8][C:9]([NH:11][C@@H:12]([CH2:20][C:21]1[CH:26]=[CH:25][C:24]([OH:27])=[CH:23][CH:22]=1)[C:13]([O:15][C:16]([CH3:19])([CH3:18])[CH3:17])=[O:14])=[O:10])[C:2]1[CH:7]=[CH:6][CH:5]=[CH:4][CH:3]=1.[CH2:28]([O:35][C:36]1[CH:44]=[CH:43][C:39]([C:40](Cl)=[O:41])=[CH:38][CH:37]=1)[CH2:29][CH2:30][CH2:31][CH2:32][CH2:33][CH3:34]. (2) Given the product [CH:26]1([C@H:30]([NH:32][C:33]2[N:41]=[C:40]([C:42]#[N:43])[N:39]=[C:38]3[C:34]=2[N:35]([CH2:44][C:45]2[CH:46]=[CH:47][C:48]([C:51]([F:52])([F:53])[F:54])=[CH:49][CH:50]=2)[C:36]([C:56]2[CH:57]=[C:58]([N:59]([CH3:60])[CH3:61])[CH:62]=[CH:63][C:64]=2[O:65][C:66]([F:67])([F:69])[F:68])=[N:37]3)[CH3:31])[CH2:29][CH2:28][CH2:27]1, predict the reactants needed to synthesize it. The reactants are: C12(P(C34CC5CC(CC(C5)C3)C4)CCCC)CC3CC(CC(C3)C1)C2.[CH:26]1([C@H:30]([NH:32][C:33]2[N:41]=[C:40]([C:42]#[N:43])[N:39]=[C:38]3[C:34]=2[N:35]([CH2:44][C:45]2[CH:50]=[CH:49][C:48]([C:51]([F:54])([F:53])[F:52])=[CH:47][CH:46]=2)[CH:36]=[N:37]3)[CH3:31])[CH2:29][CH2:28][CH2:27]1.Br[C:56]1[CH:57]=[C:58]([CH:62]=[CH:63][C:64]=1[O:65][C:66]([F:69])([F:68])[F:67])[N:59]([CH3:61])[CH3:60].[F-].[Cs+].C(O)(=O)C(C)(C)C. (3) Given the product [CH3:12][O:13][C:14]1[N:15]=[CH:16][C:17]([C:2]2[S:3][C:4]3[CH:10]=[C:9]([NH2:11])[CH:8]=[CH:7][C:5]=3[N:6]=2)=[CH:18][CH:19]=1, predict the reactants needed to synthesize it. The reactants are: Br[C:2]1[S:3][C:4]2[CH:10]=[C:9]([NH2:11])[CH:8]=[CH:7][C:5]=2[N:6]=1.[CH3:12][O:13][C:14]1[CH:19]=[CH:18][C:17](B(O)O)=[CH:16][N:15]=1.C(=O)([O-])[O-].[Na+].[Na+]. (4) Given the product [CH3:4][O:3][P:2]([CH2:1][C:21](=[O:20])[CH2:22][CH2:23][CH2:24][CH2:25][CH2:26][NH:27][C:28]([O:30][C:31]([CH3:33])([CH3:32])[CH3:34])=[O:29])(=[O:7])[O:5][CH3:6], predict the reactants needed to synthesize it. The reactants are: [CH3:1][P:2](=[O:7])([O:5][CH3:6])[O:3][CH3:4].C([Li])CCC.O=C1CCC(=O)N1[O:20][C:21](=O)[CH2:22][CH2:23][CH2:24][CH2:25][CH2:26][NH:27][C:28]([O:30][C:31]([CH3:34])([CH3:33])[CH3:32])=[O:29].